From a dataset of Forward reaction prediction with 1.9M reactions from USPTO patents (1976-2016). Predict the product of the given reaction. (1) Given the reactants [Cl:1][C:2]1[N:6]2[N:7]=[C:8](Cl)[CH:9]=[CH:10][C:5]2=[N:4][CH:3]=1.[O:12]1[CH2:17][CH2:16][N:15]([CH2:18][CH2:19][CH2:20][NH2:21])[CH2:14][CH2:13]1.Cl, predict the reaction product. The product is: [ClH:1].[Cl:1][C:2]1[N:6]2[N:7]=[C:8]([NH:21][CH2:20][CH2:19][CH2:18][N:15]3[CH2:16][CH2:17][O:12][CH2:13][CH2:14]3)[CH:9]=[CH:10][C:5]2=[N:4][CH:3]=1. (2) Given the reactants [C:1]([OH:8])(=O)/[CH:2]=[CH:3]/[CH2:4][CH2:5][CH3:6].CCN=C=N[CH2:14][CH2:15][CH2:16][N:17](C)C.C1C=CC2N(O)N=NC=2C=1.CN1CCOCC1.C1(N)CC1, predict the reaction product. The product is: [CH:16]1([NH:17][C:1](=[O:8])/[CH:2]=[CH:3]/[CH2:4][CH2:5][CH3:6])[CH2:14][CH2:15]1. (3) Given the reactants [CH3:1][C:2]1[CH:7]=[CH:6][C:5]([C:8](=[O:10])[CH3:9])=[CH:4][CH:3]=1.[CH3:11][N:12]([CH:14](OC)OC)[CH3:13], predict the reaction product. The product is: [CH3:11][N:12]([CH3:14])/[CH:13]=[CH:9]/[C:8]([C:5]1[CH:6]=[CH:7][C:2]([CH3:1])=[CH:3][CH:4]=1)=[O:10]. (4) Given the reactants [C:1]([O:4][CH2:5][CH2:6][CH2:7][CH2:8][CH2:9][CH2:10][CH2:11][CH2:12][O:13][C:14]1[CH:19]=[CH:18][CH:17]=[C:16]([N+:20]([O-])=O)[C:15]=1[C:23]#[N:24])(=[O:3])[CH3:2], predict the reaction product. The product is: [C:1]([O:4][CH2:5][CH2:6][CH2:7][CH2:8][CH2:9][CH2:10][CH2:11][CH2:12][O:13][C:14]1[CH:19]=[CH:18][CH:17]=[C:16]([NH2:20])[C:15]=1[C:23]#[N:24])(=[O:3])[CH3:2]. (5) Given the reactants Cl[C:2]1[C:3]([C:26]2[C:34]3[C:29](=[CH:30][CH:31]=[CH:32][CH:33]=3)[N:28]([S:35]([C:38]3[CH:43]=[CH:42][CH:41]=[CH:40][CH:39]=3)(=[O:37])=[O:36])[CH:27]=2)=[N:4][C:5]([NH:8][C@@H:9]2[CH2:14][CH2:13][CH2:12][C@H:11]([NH:15][C:16](=[O:25])[O:17][CH2:18][C:19]3[CH:24]=[CH:23][CH:22]=[CH:21][CH:20]=3)[CH2:10]2)=[N:6][CH:7]=1.C([O-])([O-])=O.[Cs+].[Cs+].[CH:50]1([B-](F)(F)F)[CH2:52][CH2:51]1.[K+].C(P(C12CC3CC(CC(C3)C1)C2)C12CC3CC(CC(C3)C1)C2)CCC, predict the reaction product. The product is: [CH:50]1([C:2]2[C:3]([C:26]3[C:34]4[C:29](=[CH:30][CH:31]=[CH:32][CH:33]=4)[N:28]([S:35]([C:38]4[CH:43]=[CH:42][CH:41]=[CH:40][CH:39]=4)(=[O:37])=[O:36])[CH:27]=3)=[N:4][C:5]([NH:8][C@@H:9]3[CH2:14][CH2:13][CH2:12][C@H:11]([NH:15][C:16](=[O:25])[O:17][CH2:18][C:19]4[CH:24]=[CH:23][CH:22]=[CH:21][CH:20]=4)[CH2:10]3)=[N:6][CH:7]=2)[CH2:52][CH2:51]1.